Dataset: Human Reference Interactome with 51,813 positive PPI pairs across 8,248 proteins, plus equal number of experimentally-validated negative pairs. Task: Binary Classification. Given two protein amino acid sequences, predict whether they physically interact or not. (1) Protein 1 (ENSG00000101470) has sequence MIAEFKAAFDMFDADGGGDISVKELGTVMRMLGQTPTKEELDAIIEEVDEDGSGTIDFEEFLVMMVRQMKEDAKGKSEEELAECFRIFDRNADGYIDPEELAEIFRASGEHVTDEEIESLMKDGDKNNDGRIDFDEFLKMMEGVQ*MTDQQAEARSYLSEEMIAEFKAAFDMFDADGGGDISVKELGTVMRMLGQTPTKEELDAIIEEVDEDGSGTIDFEEFLVMMVRQMKEDAKGKSEEELAECFRIFDRNADGYIDPEELAEIFRASGEHVTDEEIESLMKDGDKNNDGRIDFDEFLK.... Protein 2 (ENSG00000115194) has sequence MEPSPAAGGLETTRLVSPRDRGGAGGSLRLKSLFTEPSEPLPEESKPVEMPFHHCHRDPLPPPGLTPERLHARRQLYAACAVCFVFMAGEVVGGYLAHSLAIMTDAAHLLADVGSMMGSLFSLWLSTRPATRTMTFGWHRSETLGALASVVSLWMVTGILLYLAFVRLLHSDYHIEGGAMLLTASIAVCANLLMAFVLHQAGPPHSHGSRGAEYAPLEEGPEEPLPLGNTSVRAAFVHVLGDLLQSFGVLAASILIYFKPQYKAADPISTFLFSICALGSTAPTLRDVLRILMEGTPRNV.... Result: 0 (the proteins do not interact). (2) Protein 1 (ENSG00000124357) has sequence MAAIYGGVEGGGTRSEVLLVSEDGKILAEADGLSTNHWLIGTDKCVERINEMVNRAKRKAGVDPLVPLRSLGLSLSGGDQEDAGRILIEELRDRFPYLSESYLITTDAAGSIATATPDGGVVLISGTGSNCRLINPDGSESGCGGWGHMMGDEGSAYWIAHQAVKIVFDSIDNLEAAPHDIGYVKQAMFHYFQVPDRLGILTHLYRDFDKCRFAGFCRKIAEGAQQGDPLSRYIFRKAGEMLGRHIVAVLPEIDPVLFQGKIGLPILCVGSVWKSWELLKEGFLLALTQGREIQAQNFFS.... Protein 2 (ENSG00000198755) has sequence MSSKVSRDTLYEAVREVLHGNQRKRRKFLETVELQISLKNYDPQKDKRFSGTVRLKSTPRPKFSVCVLGDQQHCDEAKAVDIPHMDIEALKKLNKNKKLVKKLAKKYDAFLASESLIKQIPRILGPGLNKAGKFPSLLTHNENMVAKVDEVKSTIKFQMKKVLCLAVAVGHVKMTDDELVYNIHLAVNFLVSLLKKNWQNVRALYIKSTMGKPQRLY*. Result: 0 (the proteins do not interact). (3) Protein 1 (ENSG00000108821) has sequence MFSFVDLRLLLLLAATALLTHGQEEGQVEGQDEDIPPITCVQNGLRYHDRDVWKPEPCRICVCDNGKVLCDDVICDETKNCPGAEVPEGECCPVCPDGSESPTDQETTGVEGPKGDTGPRGPRGPAGPPGRDGIPGQPGLPGPPGPPGPPGPPGLGGNFAPQLSYGYDEKSTGGISVPGPMGPSGPRGLPGPPGAPGPQGFQGPPGEPGEPGASGPMGPRGPPGPPGKNGDDGEAGKPGRPGERGPPGPQGARGLPGTAGLPGMKGHRGFSGLDGAKGDAGPAGPKGEPGSPGENGAPGQ.... Protein 2 (ENSG00000023902) has sequence MMKKNNSAKRGPQDGNQQPAPPEKVGWVRKFCGKGIFREIWKNRYVVLKGDQLYISEKEVKDEKNIQEVFDLSDYEKCEELRKSKSRSKKNHSKFTLAHSKQPGNTAPNLIFLAVSPEEKESWINALNSAITRAKNRILDEVTVEEDSYLAHPTRDRAKIQHSRRPPTRGHLMAVASTSTSDGMLTLDLIQEEDPSPEEPTSCAESFRVDLDKSVAQLAGSRRRADSDRIQPSADRASSLSRPWEKTDKGATYTPQAPKKLTPTEKGRCASLEEILSQRDAASARTLQLRAEEPPTPALP.... Result: 0 (the proteins do not interact). (4) Protein 1 (ENSG00000093010) has sequence MPEAPPLLLAAVLLGLVLLVVLLLLLRHWGWGLCLIGWNEFILQPIHNLLMGDTKEQRILNHVLQHAEPGNAQSVLEAIDTYCEQKEWAMNVGDKKGKIVDAVIQEHQPSVLLELGAYCGYSAVRMARLLSPGARLITIEINPDCAAITQRMVDFAGVKDKVCRDGLLSVRTWALTGAVPGHPCGWSVPGHHPPAEEEV*MPEAPPLLLAAVLLGLVLLVVLLLLLRHWGWGLCLIGWNEFILQPIHNLLMGDTKEQRILNHVLQHAEPGNAQSVLEAIDTYCEQKEWAMNVGDKKGKIV.... Protein 2 (ENSG00000188822) has sequence MEECWVTEIANGSKDGLDSNPMKDYMILSGPQKTAVAVLCTLLGLLSALENVAVLYLILSSHQLRRKPSYLFIGSLAGADFLASVVFACSFVNFHVFHGVDSKAVFLLKIGSVTMTFTASVGSLLLTAIDRYLCLRYPPSYKALLTRGRALVTLGIMWVLSALVSYLPLMGWTCCPRPCSELFPLIPNDYLLSWLLFIAFLFSGIIYTYGHVLWKAHQHVASLSGHQDRQVPGMARMRLDVRLAKTLGLVLAVLLICWFPVLALMAHSLATTLSDQVKKAFAFCSMLCLINSMVNPVIYA.... Result: 1 (the proteins interact). (5) Protein 1 (ENSG00000169548) has sequence MGDIFLCKKVESPKKNLRESKQREEDDEDPDLIYVGVEHVHRDAEVLFVGMISNSKPVVSNILNRVTPGSNSRRKKGHFRQYPAHVSQPANHVTSMAKAIMPVSLSEGRSTDSPVTMKSSSEPGYKMSSPQVVSPSSSDSLPPGTQCLVGAMVSGGGRNESSPDSKRLSTSDINSRDSKRVKLRDGIPGVPSLAVVPSDMSSTISTNTPSQGICNSSNHVQNGVTFPWPDANGKAHFNLTDPERASESALAMTDISSLASQNKTFDPKKENPIVLLSDFYYGQHKGDGQPEQKTHTTFKC.... Protein 2 (ENSG00000162413) has sequence MERPAPLAVLPFSDPAHALSLLRGLSQLRAERKFLDVTLEAAGGRDFPAHRAVLAAASPYFRAMFAGQLRESRAERVRLHGVPPDMLQLLLDFSYTGRVAVSGDNAEPLLRAADLLQFPAVKEACGAFLQQQLDLANCLDMQDFAEAFSCSGLASAAQRFILRHVGELGAEQLERLPLARLLRYLRDDGLCVPKEEAAYQLALRWVRADPPRRAAHWPQLLEAVRLPFVRRFYLLAHVEAEPLVARCPPCLRLLREARDFQAARYDRHDRGPCPRMRPRPSTGLAEILVLVGGCDQDCDE.... Result: 0 (the proteins do not interact). (6) Result: 0 (the proteins do not interact). Protein 2 (ENSG00000125459) has sequence MAGGAREVLTLQLGHFAGFVGAHWWNQQDAALGRATDSKEPPGELCPDVLYRTGRTLHGQETYTPRLILMDLKGSLSSLKEEGGLYRDKQLDAAIAWQGKLTTHKEELYPKNPYLQDFLSAEGVLSSDGVWRVKSIPNGKGSSPLPTATTPKPLIPTEASIRVWSDFLRVHLHPRSICMIQKYNHDGEAGRLEAFGQGESVLKEPKYQEELEDRLHFYVEECDYLQGFQILCDLHDGFSGVGAKAAELLQDEYSGRGIITWGLLPGPYHRGEAQRNIYRLLNTAFGLVHLTAHSSLVCPL.... Protein 1 (ENSG00000167842) has sequence MSVDPMTYEAQFFGFTPQTCMLRIYIAFQDYLFEVMQAVEQVILKKLDGIPDCDISPVQIRKCTEKFLCFMKGHFDNLFSKMEQLFLQLILRIPSNILLPEDKCKETPYSEEDFQHLQKEIEQLQEKYKTELCTKQALLAELEEQKIVQAKLKQTLTFFDELHNVGRDHGTSDFRESLVSLVQNSRKLQNIRDNVEKESKRLKIS*MSVDPMTYEAQFFGFTPQTCMLRIMSVDPMTYEAQFFGFTPQTCMLRIYIAFQDYLFEVMQAVEQVILKKLDGIPDCDISPVQIRKCTEKFLCF.... (7) Protein 1 (ENSG00000261740) has sequence MASAKSLDRWKARLLEGGSTALTYALVRAEVSFPAEVAPVRQQGSVAGARAGVVSLLGCRSSWTAAMELSAEYLREKLQRDLEAEHVEVEDTTLNRCSCSFRVLVVSAKFEGKPLLQRHRFCTE*XEVAPVRQQGSVAGARAGVVSLLGCRSSWTAAMELSAEYLREKLQRDLEAEHVEVEDTTLNRCSCSFRVLVVSAKFEGKPLLQRHSLDPSMTIHCDMVITYGLDQLENCQTCGTDYIISVLNLLTLIVEQINTKLPSSFVEKLFIPSSKLLFLRYHKEKEVVAVAHAVYQAMLSL.... Protein 2 (ENSG00000198056) has sequence METFDPTELPELLKLYYRRLFPYSQYYRWLNYGGVIKNYFQHREFSFTLKDDIYIRYQSFNNQSDLEKEMQKMNPYKIDIGAVYSHRPNQHNTVKLGAFQAQEKELVFDIDMTDYDDVRRCCSSADICPKCWTLMTMAIRIIDRALKEDFGFKHRLWVYSGRRGVHCWVCDESVRKLSSAVRSGIVEYLSLVKGGQDVKKKVHLSEKIHPFIRKSINIIKKYFEEYALVNQDILENKESWDKILALVPETIHDELQQSFQKSHNSLQRWEHLKKVASRYQNNIKNDKYGPWLEWEIMLQY.... Result: 0 (the proteins do not interact).